Dataset: Peptide-MHC class II binding affinity with 134,281 pairs from IEDB. Task: Regression. Given a peptide amino acid sequence and an MHC pseudo amino acid sequence, predict their binding affinity value. This is MHC class II binding data. (1) The peptide sequence is SFFEEVPNIIHEAIN. The MHC is DRB1_1302 with pseudo-sequence DRB1_1302. The binding affinity (normalized) is 0.570. (2) The peptide sequence is RIDTPEVLKGPFTVR. The MHC is HLA-DPA10201-DPB10101 with pseudo-sequence HLA-DPA10201-DPB10101. The binding affinity (normalized) is 0.239. (3) The peptide sequence is LVVRMYLSSQAIRLV. The MHC is DRB1_1501 with pseudo-sequence DRB1_1501. The binding affinity (normalized) is 0.947. (4) The peptide sequence is NNALQNLARTISEAG. The MHC is HLA-DQA10501-DQB10301 with pseudo-sequence HLA-DQA10501-DQB10301. The binding affinity (normalized) is 0.128. (5) The peptide sequence is STTVSTEQNVPDPQV. The MHC is DRB3_0202 with pseudo-sequence DRB3_0202. The binding affinity (normalized) is 0. (6) The peptide sequence is PCLFMRTVSHVILHG. The MHC is DRB1_0301 with pseudo-sequence DRB1_0301. The binding affinity (normalized) is 0.155. (7) The peptide sequence is NRQIMDNSAKYVEHD. The MHC is HLA-DQA10501-DQB10301 with pseudo-sequence HLA-DQA10501-DQB10301. The binding affinity (normalized) is 0.316. (8) The peptide sequence is KGKDKWIELKESWGA. The MHC is HLA-DPA10201-DPB11401 with pseudo-sequence HLA-DPA10201-DPB11401. The binding affinity (normalized) is 0.0928.